This data is from Catalyst prediction with 721,799 reactions and 888 catalyst types from USPTO. The task is: Predict which catalyst facilitates the given reaction. (1) Reactant: Br[C:2]1[CH:7]=[CH:6][C:5]([C:8]2[N:12]([CH2:13][CH:14]([CH3:16])[CH3:15])[N:11]=[C:10]([C:17]([F:20])([F:19])[F:18])[CH:9]=2)=[CH:4][CH:3]=1.[CH3:21][S:22]([C:25]1[CH:30]=[C:29](B2OC(C)(C)C(C)(C)O2)[CH:28]=[CH:27][C:26]=1[CH2:40][OH:41])(=[O:24])=[O:23].C(O)(C(F)(F)F)=O. Product: [CH2:13]([N:12]1[C:8]([C:5]2[CH:6]=[CH:7][C:2]([C:29]3[CH:28]=[CH:27][C:26]([CH2:40][OH:41])=[C:25]([S:22]([CH3:21])(=[O:24])=[O:23])[CH:30]=3)=[CH:3][CH:4]=2)=[CH:9][C:10]([C:17]([F:20])([F:19])[F:18])=[N:11]1)[CH:14]([CH3:16])[CH3:15]. The catalyst class is: 192. (2) Reactant: CCN(C(C)C)C(C)C.[C:10]1([CH2:16][S:17](Cl)(=[O:19])=[O:18])[CH:15]=[CH:14][CH:13]=[CH:12][CH:11]=1.[CH2:21]([N:28]1[CH2:33][CH:32]2[CH:34]([CH2:35][NH2:36])[CH:29]1[CH2:30][CH2:31]2)[C:22]1[CH:27]=[CH:26][CH:25]=[CH:24][CH:23]=1. Product: [CH2:21]([N:28]1[CH2:33][CH:32]2[CH:34]([CH2:35][NH:36][S:17]([CH2:16][C:10]3[CH:15]=[CH:14][CH:13]=[CH:12][CH:11]=3)(=[O:19])=[O:18])[CH:29]1[CH2:30][CH2:31]2)[C:22]1[CH:23]=[CH:24][CH:25]=[CH:26][CH:27]=1. The catalyst class is: 3. (3) Reactant: [C:1]([O:5][C:6]([N:8]1[CH2:13][CH2:12][CH:11]([NH:14][C:15]2[CH:20]=[CH:19][CH:18]=[CH:17][C:16]=2[O:21][CH2:22][C:23]([O:25]CC)=[O:24])[CH2:10][CH2:9]1)=[O:7])([CH3:4])([CH3:3])[CH3:2].[OH-].[Na+].Cl. Product: [C:1]([O:5][C:6]([N:8]1[CH2:13][CH2:12][CH:11]([NH:14][C:15]2[CH:20]=[CH:19][CH:18]=[CH:17][C:16]=2[O:21][CH2:22][C:23]([OH:25])=[O:24])[CH2:10][CH2:9]1)=[O:7])([CH3:4])([CH3:2])[CH3:3]. The catalyst class is: 24. (4) Reactant: [Cl:1][C:2]1[CH:11]=[CH:10][C:5]([C:6]([O:8][CH3:9])=[O:7])=[C:4]([NH:12][CH2:13][CH2:14][CH2:15][OH:16])[C:3]=1[NH:17][C:18](=S)[NH:19][C:20]1[C:21]([CH3:29])=[N:22][C:23]([O:27][CH3:28])=[N:24][C:25]=1[CH3:26].Cl.C(N=C=NCCCN(C)C)C.C(N(CC)CC)C. Product: [Cl:1][C:2]1[C:3]2[N:17]=[C:18]([NH:19][C:20]3[C:21]([CH3:29])=[N:22][C:23]([O:27][CH3:28])=[N:24][C:25]=3[CH3:26])[N:12]([CH2:13][CH2:14][CH2:15][OH:16])[C:4]=2[C:5]([C:6]([O:8][CH3:9])=[O:7])=[CH:10][CH:11]=1. The catalyst class is: 685. (5) Reactant: Br[C:2]1[CH:3]=[CH:4][C:5]([C:8]([O:10][CH3:11])=[O:9])=[N:6][CH:7]=1.CC1(C)C(C)(C)OC([C:20]2[CH2:25][CH2:24][N:23]([C:26]([O:28][C:29]([CH3:32])([CH3:31])[CH3:30])=[O:27])[CH2:22][CH:21]=2)O1.C([O-])([O-])=O.[K+].[K+]. Product: [C:29]([O:28][C:26]([N:23]1[CH2:22][CH:21]=[C:20]([C:2]2[CH:3]=[CH:4][C:5]([C:8]([O:10][CH3:11])=[O:9])=[N:6][CH:7]=2)[CH2:25][CH2:24]1)=[O:27])([CH3:32])([CH3:30])[CH3:31]. The catalyst class is: 431. (6) Reactant: [CH3:1][O:2][C:3]1[CH:8]=[CH:7][C:6]([N:9]2[C:13](=O)[CH2:12][C:11]([CH2:15][CH2:16][CH3:17])=[N:10]2)=[CH:5][CH:4]=1.P(Br)(Br)[Br:19]. Product: [Br:19][C:13]1[N:9]([C:6]2[CH:7]=[CH:8][C:3]([O:2][CH3:1])=[CH:4][CH:5]=2)[N:10]=[C:11]([CH2:15][CH2:16][CH3:17])[CH:12]=1. The catalyst class is: 23. (7) Reactant: [NH2:1][C:2]1[CH:7]=[C:6]([C:8]2[CH:13]=[CH:12][N:11]=[CH:10][CH:9]=2)[CH:5]=[CH:4][C:3]=1[NH:14][S:15]([C:18]1[CH:23]=[CH:22][C:21]([Cl:24])=[CH:20][CH:19]=1)(=[O:17])=[O:16].[Br:25][C:26]1[CH:27]=[CH:28][C:29]([O:36][CH3:37])=[C:30]([S:32](Cl)(=[O:34])=[O:33])[CH:31]=1. Product: [Br:25][C:26]1[CH:27]=[CH:28][C:29]([O:36][CH3:37])=[C:30]([S:32]([NH:1][C:2]2[CH:7]=[C:6]([C:8]3[CH:9]=[CH:10][N:11]=[CH:12][CH:13]=3)[CH:5]=[CH:4][C:3]=2[NH:14][S:15]([C:18]2[CH:23]=[CH:22][C:21]([Cl:24])=[CH:20][CH:19]=2)(=[O:16])=[O:17])(=[O:33])=[O:34])[CH:31]=1. The catalyst class is: 300. (8) Reactant: CS(O[CH2:6][CH2:7][CH2:8][S:9]([C:12]1[CH:17]=[CH:16][CH:15]=[C:14]([O:18][C:19]2[CH:24]=[CH:23][C:22]([Cl:25])=[C:21]([C:26]3[C:35]4[C:30](=[C:31]([C:36]([F:39])([F:38])[F:37])[CH:32]=[CH:33][CH:34]=4)[N:29]=[C:28]([CH3:40])[N:27]=3)[CH:20]=2)[CH:13]=1)(=[O:11])=[O:10])(=O)=O.[C-:41]#[N:42].[K+]. Product: [Cl:25][C:22]1[CH:23]=[CH:24][C:19]([O:18][C:14]2[CH:13]=[C:12]([S:9]([CH2:8][CH2:7][CH2:6][C:41]#[N:42])(=[O:10])=[O:11])[CH:17]=[CH:16][CH:15]=2)=[CH:20][C:21]=1[C:26]1[C:35]2[C:30](=[C:31]([C:36]([F:39])([F:37])[F:38])[CH:32]=[CH:33][CH:34]=2)[N:29]=[C:28]([CH3:40])[N:27]=1. The catalyst class is: 9. (9) Reactant: Cl[C:2]1[CH:11]=[CH:10][C:9]2[C:8]([C:12]([NH:14][CH2:15][C:16]3([OH:23])[CH2:22][CH2:21][CH2:20][CH2:19][CH2:18][CH2:17]3)=[O:13])=[C:7]([Cl:24])[CH:6]=[CH:5][C:4]=2[N:3]=1.C(=O)([O-])[O-].[K+].[K+].[NH2:31][C@H:32]1[CH2:36][CH2:35][NH:34][CH2:33]1.C(#N)C. Product: [NH2:31][C@H:32]1[CH2:36][CH2:35][N:34]([C:2]2[CH:11]=[CH:10][C:9]3[C:8]([C:12]([NH:14][CH2:15][C:16]4([OH:23])[CH2:22][CH2:21][CH2:20][CH2:19][CH2:18][CH2:17]4)=[O:13])=[C:7]([Cl:24])[CH:6]=[CH:5][C:4]=3[N:3]=2)[CH2:33]1. The catalyst class is: 6. (10) The catalyst class is: 568. Product: [C:4]([C:8]1[CH:9]=[C:10]([C:26](=[O:28])[CH3:27])[CH:11]=[C:12]([N:16]2[CH2:20][C@H:19]([O:21][CH2:22][O:23][CH3:24])[C@@H:18]([O:25][CH2:1][CH3:2])[CH2:17]2)[C:13]=1[O:14][CH3:15])([CH3:7])([CH3:5])[CH3:6]. Reactant: [CH2:1](I)[CH3:2].[C:4]([C:8]1[CH:9]=[C:10]([C:26](=[O:28])[CH3:27])[CH:11]=[C:12]([N:16]2[CH2:20][C@H:19]([O:21][CH2:22][O:23][CH3:24])[C@@H:18]([OH:25])[CH2:17]2)[C:13]=1[O:14][CH3:15])([CH3:7])([CH3:6])[CH3:5].C1(C)C=CC=CC=1.C(OCC)(=O)C.